This data is from Peptide-MHC class II binding affinity with 134,281 pairs from IEDB. The task is: Regression. Given a peptide amino acid sequence and an MHC pseudo amino acid sequence, predict their binding affinity value. This is MHC class II binding data. (1) The peptide sequence is SLQYLALVALVAPKK. The MHC is H-2-IAb with pseudo-sequence H-2-IAb. The binding affinity (normalized) is 0.517. (2) The MHC is DRB1_0901 with pseudo-sequence DRB1_0901. The binding affinity (normalized) is 0.460. The peptide sequence is DIYNYMEPYVSKVDP. (3) The peptide sequence is CPAGHAVGIFRAAVCTRGVA. The MHC is DRB1_0101 with pseudo-sequence DRB1_0101. The binding affinity (normalized) is 0.556. (4) The peptide sequence is AWMSAAATQAEQAAT. The MHC is HLA-DQA10301-DQB10302 with pseudo-sequence HLA-DQA10301-DQB10302. The binding affinity (normalized) is 0.199. (5) The peptide sequence is LTTSQTLLFNILGGWVAAQL. The MHC is DRB1_0101 with pseudo-sequence DRB1_0101. The binding affinity (normalized) is 0.915. (6) The peptide sequence is EHAFYLDWAVHSFRI. The MHC is HLA-DQA10101-DQB10501 with pseudo-sequence HLA-DQA10101-DQB10501. The binding affinity (normalized) is 0.791. (7) The peptide sequence is YNHVVAANALLFLMS. The MHC is DRB1_1501 with pseudo-sequence DRB1_1501. The binding affinity (normalized) is 0.472. (8) The peptide sequence is GVFHELPSLCRVNNS. The MHC is DRB1_0701 with pseudo-sequence DRB1_0701. The binding affinity (normalized) is 0.839.